This data is from Catalyst prediction with 721,799 reactions and 888 catalyst types from USPTO. The task is: Predict which catalyst facilitates the given reaction. (1) Reactant: [CH3:1][S:2][C:3]1[CH:8]=[CH:7][C:6]([C:9](=O)[CH2:10][C:11]([O:13]C)=O)=[CH:5][CH:4]=1.Cl.[CH3:17][CH:18]([NH:20][NH2:21])[CH3:19].C(N(CC)CC)C. Product: [CH3:1][S:2][C:3]1[CH:4]=[CH:5][C:6]([C:9]2[CH:10]=[C:11]([OH:13])[N:20]([CH:18]([CH3:19])[CH3:17])[N:21]=2)=[CH:7][CH:8]=1. The catalyst class is: 8. (2) Reactant: [C:1]1([CH2:7][CH:8]([P:18](=[O:21])([OH:20])[OH:19])[NH:9][S:10]([C:13]2[S:14][CH:15]=[CH:16][CH:17]=2)(=[O:12])=[O:11])[CH:6]=[CH:5][CH:4]=[CH:3][CH:2]=1.[N+:22]([C:25]1[CH:30]=[CH:29][C:28](O)=[CH:27][CH:26]=1)([O-:24])=[O:23].ClC(Cl)(Cl)C#N. Product: [NH4+:9].[N+:22]([C:25]1[CH:30]=[CH:29][C:28]([O:21][P:18]([CH:8]([NH:9][S:10]([C:13]2[S:14][CH:15]=[CH:16][CH:17]=2)(=[O:11])=[O:12])[CH2:7][C:1]2[CH:6]=[CH:5][CH:4]=[CH:3][CH:2]=2)(=[O:19])[O-:20])=[CH:27][CH:26]=1)([O-:24])=[O:23]. The catalyst class is: 17. (3) Reactant: [NH2:1][C:2]1[C:3]([F:19])=[C:4]([C:15]([Cl:18])=[CH:16][CH:17]=1)[C:5]([O:7][CH2:8][C:9]1[CH:14]=[CH:13][CH:12]=[CH:11][CH:10]=1)=[O:6].CCN([CH2:25][CH3:26])CC.[CH2:27]([S:30](Cl)(=[O:32])=[O:31])[CH2:28][CH3:29]. Product: [Cl:18][C:15]1[C:4]([C:5]([O:7][CH2:8][C:9]2[CH:14]=[CH:13][CH:12]=[CH:11][CH:10]=2)=[O:6])=[C:3]([F:19])[C:2]([N:1]([S:30]([CH2:27][CH2:25][CH3:26])(=[O:32])=[O:31])[S:30]([CH2:27][CH2:28][CH3:29])(=[O:32])=[O:31])=[CH:17][CH:16]=1. The catalyst class is: 34. (4) Reactant: [C:1]([NH:4][CH:5]([CH2:10][C:11]1[CH:16]=[C:15]([CH3:17])[C:14]([OH:18])=[C:13]([Cl:19])[CH:12]=1)[C:6]([O:8][CH3:9])=[O:7])(=[O:3])[CH3:2].[OH-].[Na+]. Product: [C:1]([NH:4][C@H:5]([CH2:10][C:11]1[CH:16]=[C:15]([CH3:17])[C:14]([OH:18])=[C:13]([Cl:19])[CH:12]=1)[C:6]([O:8][CH3:9])=[O:7])(=[O:3])[CH3:2]. The catalyst class is: 283. (5) Reactant: [CH3:1][N:2]([CH:10]1[CH2:15][CH2:14][N:13]([CH3:16])[CH2:12][CH2:11]1)[C:3]1[CH:8]=[CH:7][CH:6]=[C:5]([NH2:9])[N:4]=1.[Cl:17][C:18]1[CH:26]=[CH:25][CH:24]=[CH:23][C:19]=1[C:20](Cl)=[O:21]. Product: [ClH:17].[Cl:17][C:18]1[CH:26]=[CH:25][CH:24]=[CH:23][C:19]=1[C:20]([NH:9][C:5]1[CH:6]=[CH:7][CH:8]=[C:3]([N:2]([CH3:1])[CH:10]2[CH2:15][CH2:14][N:13]([CH3:16])[CH2:12][CH2:11]2)[N:4]=1)=[O:21]. The catalyst class is: 12.